From a dataset of Full USPTO retrosynthesis dataset with 1.9M reactions from patents (1976-2016). Predict the reactants needed to synthesize the given product. (1) Given the product [N+:20]([C:15]1[CH:16]=[CH:17][CH:18]=[CH:19][C:14]=1[C:12]1[N:8]=[C:1]([C:2]2[CH:7]=[CH:6][CH:5]=[CH:4][CH:3]=2)[S:9][CH:11]=1)([O-:22])=[O:21], predict the reactants needed to synthesize it. The reactants are: [C:1](=[S:9])([NH2:8])[C:2]1[CH:7]=[CH:6][CH:5]=[CH:4][CH:3]=1.Br[CH2:11][C:12]([C:14]1[CH:19]=[CH:18][CH:17]=[CH:16][C:15]=1[N+:20]([O-:22])=[O:21])=O. (2) Given the product [OH:9][CH2:8][C@@H:7]([N:10]([CH2:18][C@H:19]([OH:28])[CH2:20][O:21][C:22]1[CH:23]=[CH:24][CH:25]=[CH:26][CH:27]=1)[C:11](=[O:17])[O:12][C:13]([CH3:16])([CH3:15])[CH3:14])[CH2:6][C:5]1[CH:4]=[CH:3][C:2]([NH:1][C:37]([C:33]2[N:32]([CH3:31])[CH:36]=[CH:35][CH:34]=2)=[O:38])=[CH:30][CH:29]=1, predict the reactants needed to synthesize it. The reactants are: [NH2:1][C:2]1[CH:30]=[CH:29][C:5]([CH2:6][C@H:7]([N:10]([CH2:18][C@H:19]([OH:28])[CH2:20][O:21][C:22]2[CH:27]=[CH:26][CH:25]=[CH:24][CH:23]=2)[C:11](=[O:17])[O:12][C:13]([CH3:16])([CH3:15])[CH3:14])[CH2:8][OH:9])=[CH:4][CH:3]=1.[CH3:31][N:32]1[CH:36]=[CH:35][CH:34]=[C:33]1[C:37](O)=[O:38].O.ON1C2C=CC=CC=2N=N1.Cl.CN(C)CCCN=C=NCC.